This data is from NCI-60 drug combinations with 297,098 pairs across 59 cell lines. The task is: Regression. Given two drug SMILES strings and cell line genomic features, predict the synergy score measuring deviation from expected non-interaction effect. (1) Drug 1: CC1=C(C(CCC1)(C)C)C=CC(=CC=CC(=CC(=O)O)C)C. Drug 2: CN(CCCl)CCCl.Cl. Cell line: SNB-19. Synergy scores: CSS=21.5, Synergy_ZIP=-4.14, Synergy_Bliss=-0.342, Synergy_Loewe=-14.8, Synergy_HSA=-5.23. (2) Drug 1: CC1=C2C(C(=O)C3(C(CC4C(C3C(C(C2(C)C)(CC1OC(=O)C(C(C5=CC=CC=C5)NC(=O)C6=CC=CC=C6)O)O)OC(=O)C7=CC=CC=C7)(CO4)OC(=O)C)O)C)OC(=O)C. Drug 2: CC1C(C(CC(O1)OC2CC(CC3=C2C(=C4C(=C3O)C(=O)C5=C(C4=O)C(=CC=C5)OC)O)(C(=O)CO)O)N)O.Cl. Cell line: HL-60(TB). Synergy scores: CSS=49.4, Synergy_ZIP=-7.66, Synergy_Bliss=-10.4, Synergy_Loewe=-5.35, Synergy_HSA=-4.19. (3) Drug 1: C1CC(=O)NC(=O)C1N2C(=O)C3=CC=CC=C3C2=O. Drug 2: COC1=C2C(=CC3=C1OC=C3)C=CC(=O)O2. Cell line: SN12C. Synergy scores: CSS=-3.61, Synergy_ZIP=0.731, Synergy_Bliss=-2.38, Synergy_Loewe=-1.79, Synergy_HSA=-4.61. (4) Drug 1: COC1=CC(=CC(=C1O)OC)C2C3C(COC3=O)C(C4=CC5=C(C=C24)OCO5)OC6C(C(C7C(O6)COC(O7)C8=CC=CS8)O)O. Drug 2: CC1=C(C(=O)C2=C(C1=O)N3CC4C(C3(C2COC(=O)N)OC)N4)N. Cell line: NCI-H322M. Synergy scores: CSS=11.2, Synergy_ZIP=-4.66, Synergy_Bliss=-1.86, Synergy_Loewe=-4.26, Synergy_HSA=-2.86. (5) Drug 1: C1=NC2=C(N=C(N=C2N1C3C(C(C(O3)CO)O)F)Cl)N. Cell line: DU-145. Synergy scores: CSS=13.4, Synergy_ZIP=2.33, Synergy_Bliss=5.86, Synergy_Loewe=3.60, Synergy_HSA=4.64. Drug 2: CCN(CC)CCCC(C)NC1=C2C=C(C=CC2=NC3=C1C=CC(=C3)Cl)OC. (6) Drug 1: CC=C1C(=O)NC(C(=O)OC2CC(=O)NC(C(=O)NC(CSSCCC=C2)C(=O)N1)C(C)C)C(C)C. Drug 2: C1CNP(=O)(OC1)N(CCCl)CCCl. Cell line: HCT-15. Synergy scores: CSS=-3.91, Synergy_ZIP=0.662, Synergy_Bliss=-0.787, Synergy_Loewe=-6.31, Synergy_HSA=-4.30. (7) Drug 1: CCC1(CC2CC(C3=C(CCN(C2)C1)C4=CC=CC=C4N3)(C5=C(C=C6C(=C5)C78CCN9C7C(C=CC9)(C(C(C8N6C)(C(=O)OC)O)OC(=O)C)CC)OC)C(=O)OC)O.OS(=O)(=O)O. Drug 2: CCC1(C2=C(COC1=O)C(=O)N3CC4=CC5=C(C=CC(=C5CN(C)C)O)N=C4C3=C2)O.Cl. Cell line: MALME-3M. Synergy scores: CSS=9.78, Synergy_ZIP=-0.335, Synergy_Bliss=5.08, Synergy_Loewe=-3.29, Synergy_HSA=0.979.